Dataset: Acute oral toxicity (LD50) regression data from Zhu et al.. Task: Regression/Classification. Given a drug SMILES string, predict its toxicity properties. Task type varies by dataset: regression for continuous values (e.g., LD50, hERG inhibition percentage) or binary classification for toxic/non-toxic outcomes (e.g., AMES mutagenicity, cardiotoxicity, hepatotoxicity). Dataset: ld50_zhu. (1) The drug is CC(N)CNCCCO. The rat oral LD50 is 1.37, given as -log10 of the dose in mol/kg body weight (higher means more acutely toxic). (2) The compound is CN(C)CCN1CCN(C)CC1. The rat oral LD50 is 2.08, given as -log10 of the dose in mol/kg body weight (higher means more acutely toxic). (3) The compound is CN(C)C(CSC(N)=O)CSC(N)=O. The rat oral LD50 is 2.80, given as -log10 of the dose in mol/kg body weight (higher means more acutely toxic).